From a dataset of Forward reaction prediction with 1.9M reactions from USPTO patents (1976-2016). Predict the product of the given reaction. The product is: [C:1]1([C:7]2[C:8]([C:16]3[CH:23]=[CH:22][C:19]([CH2:20][N:24]4[CH2:29][CH2:28][CH:27]([N:30]5[C:34]6=[N:35][CH:36]=[N:37][C:38]([NH2:39])=[C:33]6[CH:32]=[N:31]5)[CH2:26][CH2:25]4)=[CH:18][CH:17]=3)=[N:9][C:10]3[N:11]([CH:13]=[CH:14][N:15]=3)[CH:12]=2)[CH:6]=[CH:5][CH:4]=[CH:3][CH:2]=1. Given the reactants [C:1]1([C:7]2[C:8]([C:16]3[CH:23]=[CH:22][C:19]([CH:20]=O)=[CH:18][CH:17]=3)=[N:9][C:10]3[N:11]([CH:13]=[CH:14][N:15]=3)[CH:12]=2)[CH:6]=[CH:5][CH:4]=[CH:3][CH:2]=1.[NH:24]1[CH2:29][CH2:28][CH:27]([N:30]2[C:34]3=[N:35][CH:36]=[N:37][C:38]([NH2:39])=[C:33]3[CH:32]=[N:31]2)[CH2:26][CH2:25]1.[BH-](OC(C)=O)(OC(C)=O)OC(C)=O.[Na+], predict the reaction product.